This data is from Full USPTO retrosynthesis dataset with 1.9M reactions from patents (1976-2016). The task is: Predict the reactants needed to synthesize the given product. Given the product [CH:1]1([NH:4][C:5](=[O:6])[C:7]2[CH:12]=[CH:11][C:10]([N:13]3[CH2:14][CH2:15][NH:16][CH2:17][CH2:18]3)=[C:9]([CH3:26])[CH:8]=2)[CH2:3][CH2:2]1, predict the reactants needed to synthesize it. The reactants are: [CH:1]1([NH:4][C:5]([C:7]2[CH:12]=[CH:11][C:10]([N:13]3[CH2:18][CH2:17][N:16](C(OC(C)(C)C)=O)[CH2:15][CH2:14]3)=[C:9]([CH3:26])[CH:8]=2)=[O:6])[CH2:3][CH2:2]1.Cl.